The task is: Predict the reactants needed to synthesize the given product.. This data is from Full USPTO retrosynthesis dataset with 1.9M reactions from patents (1976-2016). (1) Given the product [C:9]([NH:6][CH:5]([CH3:7])[C:4]([OH:3])=[O:8])(=[O:19])[CH2:10][CH2:11][CH2:12][CH2:13][CH2:14][CH2:15][CH2:16][CH2:17][CH3:18], predict the reactants needed to synthesize it. The reactants are: Cl.C[O:3][C:4](=[O:8])[CH:5]([CH3:7])[NH2:6].[C:9](Cl)(=[O:19])[CH2:10][CH2:11][CH2:12][CH2:13][CH2:14][CH2:15][CH2:16][CH2:17][CH3:18]. (2) The reactants are: [Br:1][C:2]1[CH:11]=[C:10]2[C:5]([C:6]([Cl:12])=[CH:7][CH:8]=[N:9]2)=[CH:4][C:3]=1[Cl:13].C(O)(C(F)(F)F)=[O:15]. Given the product [Br:1][C:2]1[CH:11]=[C:10]2[C:5]([C:6]([Cl:12])=[CH:7][CH:8]=[N+:9]2[O-:15])=[CH:4][C:3]=1[Cl:13], predict the reactants needed to synthesize it. (3) Given the product [CH3:4][C:5]1([CH3:22])[O:9][CH:8]([CH2:10][O:11][C:12]2[C:19]([CH3:20])=[CH:18][C:15]([C:16]([NH:2][OH:3])=[NH:17])=[CH:14][C:13]=2[CH3:21])[CH2:7][O:6]1, predict the reactants needed to synthesize it. The reactants are: Cl.[NH2:2][OH:3].[CH3:4][C:5]1([CH3:22])[O:9][CH:8]([CH2:10][O:11][C:12]2[C:19]([CH3:20])=[CH:18][C:15]([C:16]#[N:17])=[CH:14][C:13]=2[CH3:21])[CH2:7][O:6]1. (4) Given the product [CH:1]1([N:5]2[CH2:6][CH2:7][CH:8]([O:11][C:12]3[CH:13]=[C:14]4[C:23](=[CH:24][CH:25]=3)[CH2:22][C:16]3([CH2:17][CH2:18][N:19]([C:31](=[O:32])[C:30]5[CH:34]=[CH:35][C:27]([F:26])=[CH:28][CH:29]=5)[CH2:20][CH2:21]3)[CH2:15]4)[CH2:9][CH2:10]2)[CH2:4][CH2:3][CH2:2]1, predict the reactants needed to synthesize it. The reactants are: [CH:1]1([N:5]2[CH2:10][CH2:9][CH:8]([O:11][C:12]3[CH:13]=[C:14]4[C:23](=[CH:24][CH:25]=3)[CH2:22][C:16]3([CH2:21][CH2:20][NH:19][CH2:18][CH2:17]3)[CH2:15]4)[CH2:7][CH2:6]2)[CH2:4][CH2:3][CH2:2]1.[F:26][C:27]1[CH:35]=[CH:34][C:30]([C:31](Cl)=[O:32])=[CH:29][CH:28]=1. (5) Given the product [Cl:23][CH2:24][C:25](=[O:26])[C:2]#[C:1][C:3]1[CH2:8][CH2:7][CH2:6][CH2:5][CH:4]=1, predict the reactants needed to synthesize it. The reactants are: [C:1]([C:3]1[CH2:8][CH2:7][CH2:6][CH2:5][CH:4]=1)#[CH:2].C([Li])CCC.C1(C#C[Li])CCCCC=1.[Cl:23][CH2:24][C:25](Cl)=[O:26]. (6) Given the product [Cl:21][C:19]1[CH:20]=[C:15]([Cl:14])[N:16]=[C:17]([NH:9][C:5]2[CH:4]=[C:3]([C:2]([F:1])([F:10])[F:11])[CH:8]=[CH:7][N:6]=2)[CH:18]=1, predict the reactants needed to synthesize it. The reactants are: [F:1][C:2]([F:11])([F:10])[C:3]1[CH:8]=[CH:7][N:6]=[C:5]([NH2:9])[CH:4]=1.[H-].[Na+].[Cl:14][C:15]1[CH:20]=[C:19]([Cl:21])[CH:18]=[C:17](Cl)[N:16]=1. (7) Given the product [NH2:28][C:26](=[O:27])[C@@H:25]([NH:24][C:22](=[O:23])[C@@H:21]([NH:20][C:18](=[O:19])[C@@H:17]([NH:16][C:13]([C@@H:9]1[CH2:10][CH2:11][CH2:12][N:8]1[C:6]1[S:7][C:3]([CH:1]=[O:2])=[CH:4][N:5]=1)=[O:15])[CH3:38])[CH3:37])[CH2:29][C:30]1[CH:35]=[CH:34][C:33]([OH:36])=[CH:32][CH:31]=1, predict the reactants needed to synthesize it. The reactants are: [CH:1]([C:3]1[S:7][C:6]([N:8]2[CH2:12][CH2:11][CH2:10][C@H:9]2[C:13]([OH:15])=O)=[N:5][CH:4]=1)=[O:2].[NH2:16][C@@H:17]([CH3:38])[C:18]([NH:20][C@@H:21]([CH3:37])[C:22]([NH:24][C@@H:25]([CH2:29][C:30]1[CH:35]=[CH:34][C:33]([OH:36])=[CH:32][CH:31]=1)[C:26]([NH2:28])=[O:27])=[O:23])=[O:19].C(O)(C(F)(F)F)=O.ON1C2N=CC=CC=2N=N1.C(Cl)CCl.CN1CCOCC1.